Dataset: Reaction yield outcomes from USPTO patents with 853,638 reactions. Task: Predict the reaction yield, written as a fraction of the theoretical maximum amount of product (1.0 means a 100% yield; for example, 0.34 means a 34% yield). The reactants are [F:1][C:2]1[CH:7]=[CH:6][CH:5]=[CH:4][C:3]=1[C:8]1[N:13]=[C:12]2[C:14](I)=[CH:15][N:16]([S:17]([C:20]3[CH:26]=[CH:25][C:23]([CH3:24])=[CH:22][CH:21]=3)(=[O:19])=[O:18])[C:11]2=[CH:10][CH:9]=1.[CH3:28][S:29]([C:32]1[N:37]=[C:36]([N:38]2[CH2:43][CH2:42][CH:41]([NH:44][C:45](=[O:51])[O:46][C:47]([CH3:50])([CH3:49])[CH3:48])[CH2:40][CH2:39]2)[CH:35]=[C:34]([Sn](C)(C)C)[N:33]=1)(=[O:31])=[O:30]. The catalyst is CN(C=O)C.C(Cl)Cl.C1C=CC([P]([Pd]([P](C2C=CC=CC=2)(C2C=CC=CC=2)C2C=CC=CC=2)([P](C2C=CC=CC=2)(C2C=CC=CC=2)C2C=CC=CC=2)[P](C2C=CC=CC=2)(C2C=CC=CC=2)C2C=CC=CC=2)(C2C=CC=CC=2)C2C=CC=CC=2)=CC=1.[Cu]I. The product is [F:1][C:2]1[CH:7]=[CH:6][CH:5]=[CH:4][C:3]=1[C:8]1[N:13]=[C:12]2[C:14]([C:34]3[N:33]=[C:32]([S:29]([CH3:28])(=[O:30])=[O:31])[N:37]=[C:36]([N:38]4[CH2:43][CH2:42][CH:41]([NH:44][C:45](=[O:51])[O:46][C:47]([CH3:49])([CH3:48])[CH3:50])[CH2:40][CH2:39]4)[CH:35]=3)=[CH:15][N:16]([S:17]([C:20]3[CH:26]=[CH:25][C:23]([CH3:24])=[CH:22][CH:21]=3)(=[O:19])=[O:18])[C:11]2=[CH:10][CH:9]=1. The yield is 0.587.